Dataset: Catalyst prediction with 721,799 reactions and 888 catalyst types from USPTO. Task: Predict which catalyst facilitates the given reaction. (1) Reactant: C([O:4][CH2:5][C:6]1[CH:11]=[C:10]([Cl:12])[CH:9]=[C:8]([Cl:13])[C:7]=1[C:14]#[N:15])(=O)C.CO.Cl. Product: [NH2:15][CH2:14][C:7]1[C:8]([Cl:13])=[CH:9][C:10]([Cl:12])=[CH:11][C:6]=1[CH2:5][OH:4]. The catalyst class is: 249. (2) The catalyst class is: 78. Reactant: [CH2:1]([O:3][C:4]([N:6]1[CH2:11][CH2:10][N:9]([C:12](=[O:54])[C@@H:13]([NH:24][C:25]([C:27]2[CH:31]=[C:30]([O:32][CH2:33][C:34]([N:36]3[CH2:40][CH2:39][CH2:38][C@H:37]3[C:41](=[O:47])[NH:42][CH:43]3[CH2:46][CH2:45][CH2:44]3)=[O:35])[N:29]([C:48]3[CH:53]=[CH:52][CH:51]=[CH:50][CH:49]=3)[N:28]=2)=[O:26])[CH2:14][CH2:15][O:16]CC2C=CC=CC=2)[CH2:8][CH2:7]1)=[O:5])[CH3:2]. Product: [CH2:1]([O:3][C:4]([N:6]1[CH2:11][CH2:10][N:9]([C:12](=[O:54])[C@@H:13]([NH:24][C:25]([C:27]2[CH:31]=[C:30]([O:32][CH2:33][C:34]([N:36]3[CH2:40][CH2:39][CH2:38][C@H:37]3[C:41](=[O:47])[NH:42][CH:43]3[CH2:46][CH2:45][CH2:44]3)=[O:35])[N:29]([C:48]3[CH:53]=[CH:52][CH:51]=[CH:50][CH:49]=3)[N:28]=2)=[O:26])[CH2:14][CH2:15][OH:16])[CH2:8][CH2:7]1)=[O:5])[CH3:2]. (3) Reactant: [NH2:1][CH2:2][CH:3]([OH:5])[CH3:4].C1(C)C=CC=CC=1.[Cl:13][C:14]1[CH:19]=[CH:18][C:17]([CH2:20][CH2:21]Cl)=[CH:16][CH:15]=1.[OH-].[Na+]. Product: [Cl:13][C:14]1[CH:19]=[CH:18][C:17]([CH2:20][CH2:21][NH:1][CH2:2][CH:3]([OH:5])[CH3:4])=[CH:16][CH:15]=1. The catalyst class is: 6. (4) The catalyst class is: 183. Product: [CH3:1][C:2]1[S:11][C:10]2[CH2:9][C:8]3[CH:13]=[CH:14][CH:15]=[CH:16][C:7]=3[NH:6][C:5](=[O:17])[C:4]=2[N:3]=1. Reactant: [CH3:1][C:2]1[S:11][C:10]2[C:9](=O)[C:8]3[CH:13]=[CH:14][CH:15]=[CH:16][C:7]=3[NH:6][C:5](=[O:17])[C:4]=2[N:3]=1. (5) Product: [CH3:13][O:14][C:15](=[O:25])[CH:16]([NH:17][C:10](=[O:11])[CH2:9][CH2:8][C:5]1[CH:6]=[CH:7][C:2]([OH:1])=[CH:3][CH:4]=1)[CH2:18][C:19]1[CH:24]=[CH:23][CH:22]=[CH:21][CH:20]=1. Reactant: [OH:1][C:2]1[CH:7]=[CH:6][C:5]([CH2:8][CH2:9][C:10](O)=[O:11])=[CH:4][CH:3]=1.[CH3:13][O:14][C:15](=[O:25])[C@H:16]([CH2:18][C:19]1[CH:24]=[CH:23][CH:22]=[CH:21][CH:20]=1)[NH2:17].O.ON1C2C=CC=CC=2N=N1.Cl.CN(C)CCCN=C=NCC. The catalyst class is: 289. (6) Reactant: Br[C:2]1[CH:3]=[C:4]([Cl:17])[C:5]([CH2:8][O:9][Si:10]([C:13]([CH3:16])([CH3:15])[CH3:14])([CH3:12])[CH3:11])=[N:6][CH:7]=1.C([Li])CCC.CCCCCC.[C:29]([O:33][C:34]([N:36]1[CH2:41][CH2:40][C:39](=[O:42])[CH2:38][CH2:37]1)=[O:35])([CH3:32])([CH3:31])[CH3:30].[Cl-].[NH4+]. Product: [Si:10]([O:9][CH2:8][C:5]1[C:4]([Cl:17])=[CH:3][C:2]([C:39]2([OH:42])[CH2:38][CH2:37][N:36]([C:34]([O:33][C:29]([CH3:31])([CH3:30])[CH3:32])=[O:35])[CH2:41][CH2:40]2)=[CH:7][N:6]=1)([C:13]([CH3:16])([CH3:15])[CH3:14])([CH3:12])[CH3:11]. The catalyst class is: 7. (7) Reactant: Cl[C:2]1[C:11]2[C:6](=[CH:7][C:8]([C:12]#[N:13])=[CH:9][CH:10]=2)[C:5]([NH:14][CH2:15][C:16]2[CH:21]=[CH:20][C:19]([O:22][CH3:23])=[C:18]([Cl:24])[CH:17]=2)=[N:4][N:3]=1.[OH:25][CH:26]1[CH2:31][CH2:30][NH:29][CH2:28][CH2:27]1.C(N(C(C)C)CC)(C)C.C(OCC)(=O)C. Product: [OH:25][CH:26]1[CH2:31][CH2:30][N:29]([C:2]2[C:11]3[C:6](=[CH:7][C:8]([C:12]#[N:13])=[CH:9][CH:10]=3)[C:5]([NH:14][CH2:15][C:16]3[CH:21]=[CH:20][C:19]([O:22][CH3:23])=[C:18]([Cl:24])[CH:17]=3)=[N:4][N:3]=2)[CH2:28][CH2:27]1. The catalyst class is: 60. (8) Reactant: C(N(CC)CC)C.[C:8]1([CH:14]([C:18]2[CH:23]=[CH:22][CH:21]=[CH:20][CH:19]=2)[C:15](Cl)=[O:16])[CH:13]=[CH:12][CH:11]=[CH:10][CH:9]=1.[CH2:24]([NH:26][CH2:27]/[CH:28]=[CH:29]\[CH2:30][O:31][C:32](=[O:34])[CH3:33])[CH3:25].O. Product: [C:8]1([CH:14]([C:18]2[CH:23]=[CH:22][CH:21]=[CH:20][CH:19]=2)[C:15]([N:26]([CH2:24][CH3:25])[CH2:27]/[CH:28]=[CH:29]\[CH2:30][O:31][C:32](=[O:34])[CH3:33])=[O:16])[CH:13]=[CH:12][CH:11]=[CH:10][CH:9]=1. The catalyst class is: 2.